Dataset: Full USPTO retrosynthesis dataset with 1.9M reactions from patents (1976-2016). Task: Predict the reactants needed to synthesize the given product. (1) Given the product [C:28]([C:13]1[C:14]2[CH2:19][CH2:18][N:17]([C:20]([O:22][C:23]([CH3:25])([CH3:24])[CH3:26])=[O:21])[CH2:16][C:15]=2[S:27][C:12]=1[NH:11][C:9]([NH:8][C:5]1[CH:6]=[CH:7][C:2]([Cl:1])=[CH:3][CH:4]=1)=[O:10])(=[O:30])[NH2:29], predict the reactants needed to synthesize it. The reactants are: [Cl:1][C:2]1[CH:7]=[CH:6][C:5]([N:8]=[C:9]=[O:10])=[CH:4][CH:3]=1.[NH2:11][C:12]1[S:27][C:15]2[CH2:16][N:17]([C:20]([O:22][C:23]([CH3:26])([CH3:25])[CH3:24])=[O:21])[CH2:18][CH2:19][C:14]=2[C:13]=1[C:28](=[O:30])[NH2:29].C(N(CC)CC)C. (2) Given the product [O:8]=[C:9]1[N:15]2[CH2:16][C@@H:11]([CH2:12][CH2:13][C@H:14]2[C:17]([O:19][CH2:20][CH:21]2[CH2:22][CH2:23][NH:24][CH2:25][CH2:26]2)=[O:18])[N:10]1[O:34][S:35]([OH:38])(=[O:37])=[O:36], predict the reactants needed to synthesize it. The reactants are: C(O)(C(F)(F)F)=O.[O:8]=[C:9]1[N:15]2[CH2:16][C@@H:11]([CH2:12][CH2:13][C@H:14]2[C:17]([O:19][CH2:20][CH:21]2[CH2:26][CH2:25][N:24](C(OC(C)(C)C)=O)[CH2:23][CH2:22]2)=[O:18])[N:10]1[O:34][S:35]([OH:38])(=[O:37])=[O:36]. (3) Given the product [F:36][C:33]1[CH:34]=[CH:35][C:30]([CH2:29][NH:28][C:26](=[O:27])[CH:22]([CH3:21])[C:23]([NH:1][CH:2]2[C:3](=[O:20])[N:4]([CH3:19])[C:5]3[CH:18]=[CH:17][CH:16]=[CH:15][C:6]=3[C:7]([C:9]3[CH:14]=[CH:13][CH:12]=[CH:11][CH:10]=3)=[N:8]2)=[O:24])=[CH:31][CH:32]=1, predict the reactants needed to synthesize it. The reactants are: [NH2:1][CH:2]1[N:8]=[C:7]([C:9]2[CH:14]=[CH:13][CH:12]=[CH:11][CH:10]=2)[C:6]2[CH:15]=[CH:16][CH:17]=[CH:18][C:5]=2[N:4]([CH3:19])[C:3]1=[O:20].[CH3:21][CH:22]([C:26]([NH:28][CH2:29][C:30]1[CH:35]=[CH:34][C:33]([F:36])=[CH:32][CH:31]=1)=[O:27])[C:23](O)=[O:24]. (4) Given the product [C:21]([N:24]1[C:32]2[C:27](=[CH:28][CH:29]=[C:30]([F:33])[CH:31]=2)[CH:26]([NH:19][C:17]2[CH:16]=[CH:15][C:14]([F:20])=[C:13]([C@@:4]3([CH3:12])[N:3]=[C:2]([NH2:1])[N:7]([CH3:8])[C:6](=[O:9])[C:5]3([CH3:10])[CH3:11])[CH:18]=2)[CH2:25]1)(=[O:23])[CH3:22], predict the reactants needed to synthesize it. The reactants are: [NH2:1][C:2]1[N:7]([CH3:8])[C:6](=[O:9])[C:5]([CH3:11])([CH3:10])[C@:4]([C:13]2[CH:18]=[C:17]([NH2:19])[CH:16]=[CH:15][C:14]=2[F:20])([CH3:12])[N:3]=1.[C:21]([N:24]1[C:32]2[C:27](=[CH:28][CH:29]=[C:30]([F:33])[CH:31]=2)[C:26](=O)[CH2:25]1)(=[O:23])[CH3:22].[B][B][B][B][B][B][B][B][B][B]. (5) Given the product [CH:1]1([C:7]2[CH:8]=[CH:9][C:10]3[O:14][C:13]([C:20]4[CH:27]=[CH:26][C:23]([CH:24]=[O:25])=[C:22]([F:28])[CH:21]=4)=[CH:12][C:11]=3[CH:18]=2)[CH2:6][CH2:5][CH2:4][CH2:3][CH2:2]1, predict the reactants needed to synthesize it. The reactants are: [CH:1]1([C:7]2[CH:8]=[CH:9][C:10]3[O:14][C:13](B(O)O)=[CH:12][C:11]=3[CH:18]=2)[CH2:6][CH2:5][CH2:4][CH2:3][CH2:2]1.Br[C:20]1[CH:27]=[CH:26][C:23]([CH:24]=[O:25])=[C:22]([F:28])[CH:21]=1.C(N(CC)CC)C.